Dataset: Catalyst prediction with 721,799 reactions and 888 catalyst types from USPTO. Task: Predict which catalyst facilitates the given reaction. (1) Reactant: [CH3:1][O:2][C:3](=[O:27])/[CH:4]=[CH:5]/[C:6]1[CH:7]=[C:8]2[C:23](=[CH:24][CH:25]=1)[O:22][C:11]1([CH2:14][N:13](C(OC(C)(C)C)=O)[CH2:12]1)[CH2:10][C:9]2=[O:26].CCN(C(C)C)C(C)C.[C:37](Cl)(=[O:39])[CH3:38]. Product: [CH3:1][O:2][C:3](=[O:27])/[CH:4]=[CH:5]/[C:6]1[CH:7]=[C:8]2[C:23](=[CH:24][CH:25]=1)[O:22][C:11]1([CH2:14][N:13]([C:37](=[O:39])[CH3:38])[CH2:12]1)[CH2:10][C:9]2=[O:26]. The catalyst class is: 2. (2) Reactant: FC(F)(F)C([NH:5][C@H:6]([C:9]1[CH:14]=[CH:13][C:12]([N:15]2[CH:19]=[C:18]([CH2:20][CH2:21][C:22]3[CH:27]=[CH:26][CH:25]=[CH:24][CH:23]=3)[N:17]=[N:16]2)=[CH:11][CH:10]=1)[CH2:7][CH3:8])=O.[OH-].[Na+]. Product: [CH2:20]([C:18]1[N:17]=[N:16][N:15]([C:12]2[CH:11]=[CH:10][C:9]([C@@H:6]([NH2:5])[CH2:7][CH3:8])=[CH:14][CH:13]=2)[CH:19]=1)[CH2:21][C:22]1[CH:23]=[CH:24][CH:25]=[CH:26][CH:27]=1. The catalyst class is: 111.